Dataset: Forward reaction prediction with 1.9M reactions from USPTO patents (1976-2016). Task: Predict the product of the given reaction. (1) Given the reactants [CH2:1]([O:3][C:4](=[O:18])[C:5]1[CH:10]=[C:9]([O:11][CH2:12][CH3:13])[C:8]([NH2:14])=[C:7]([O:15][CH2:16][CH3:17])[CH:6]=1)[CH3:2].CO[CH:21]1[CH2:25][CH2:24][CH:23](OC)O1, predict the reaction product. The product is: [CH2:1]([O:3][C:4](=[O:18])[C:5]1[CH:10]=[C:9]([O:11][CH2:12][CH3:13])[C:8]([N:14]2[CH:21]=[CH:25][CH:24]=[CH:23]2)=[C:7]([O:15][CH2:16][CH3:17])[CH:6]=1)[CH3:2]. (2) Given the reactants [F:1][C:2]1[CH:7]=[CH:6][C:5]([C:8](=[N:10][OH:11])[CH3:9])=[CH:4][CH:3]=1.C(=O)([O-])[O-].[Cs+].[Cs+].Br[CH2:19][C:20]([O:22][CH2:23][CH3:24])=[O:21].[I-].[K+], predict the reaction product. The product is: [F:1][C:2]1[CH:3]=[CH:4][C:5]([C:8](=[N:10][O:11][CH2:19][C:20]([O:22][CH2:23][CH3:24])=[O:21])[CH3:9])=[CH:6][CH:7]=1. (3) Given the reactants [CH3:1][O:2][CH2:3][C@@H:4]([NH:6][C:7]([C:9]1[C:17]2[C:12](=[N:13][CH:14]=[C:15]([C:18]3[C:26]4[C:21](=[CH:22][C:23]([Cl:27])=[CH:24][CH:25]=4)[NH:20][N:19]=3)[N:16]=2)[N:11]([CH2:28][O:29][CH2:30][CH2:31][Si:32]([CH3:35])([CH3:34])[CH3:33])[CH:10]=1)=[O:8])[CH3:5].[H-].[Na+].Br.[CH3:39][N:40]([CH2:42][CH2:43]Br)[CH3:41], predict the reaction product. The product is: [CH3:1][O:2][CH2:3][C@@H:4]([NH:6][C:7]([C:9]1[C:17]2[C:12](=[N:13][CH:14]=[C:15]([C:18]3[C:26]4[C:21](=[CH:22][C:23]([Cl:27])=[CH:24][CH:25]=4)[N:20]([CH2:43][CH2:42][N:40]([CH3:41])[CH3:39])[N:19]=3)[N:16]=2)[N:11]([CH2:28][O:29][CH2:30][CH2:31][Si:32]([CH3:33])([CH3:35])[CH3:34])[CH:10]=1)=[O:8])[CH3:5]. (4) Given the reactants [CH3:1][O:2][C:3](=[O:16])[C:4]1[CH:9]=[C:8]([F:10])[C:7]([CH3:11])=[C:6]([N+:12]([O-])=O)[C:5]=1Cl.C([O-])=O.[NH4+], predict the reaction product. The product is: [CH3:1][O:2][C:3](=[O:16])[C:4]1[CH:9]=[C:8]([F:10])[C:7]([CH3:11])=[C:6]([NH2:12])[CH:5]=1. (5) Given the reactants [N+:1]([C:4]1[CH:5]=[CH:6][CH:7]=[C:8]2[C:12]=1[NH:11][CH:10]=[C:9]2[CH2:13][C:14]#[N:15])([O-:3])=[O:2].O, predict the reaction product. The product is: [N+:1]([C:4]1[CH:5]=[CH:6][CH:7]=[C:8]2[C:12]=1[NH:11][CH:10]=[C:9]2[CH2:13][CH2:14][NH2:15])([O-:3])=[O:2]. (6) Given the reactants C([O:3][C:4]([C:6]1[S:10][C:9]2=[CH:11][N:12]=[C:13]([CH3:14])[N:8]2[N:7]=1)=[O:5])C.[OH-].[Na+], predict the reaction product. The product is: [CH3:14][C:13]1[N:8]2[C:9]([S:10][C:6]([C:4]([OH:5])=[O:3])=[N:7]2)=[CH:11][N:12]=1.